Predict the reaction yield, written as a fraction of the theoretical maximum amount of product (1.0 means a 100% yield; for example, 0.34 means a 34% yield). From a dataset of Reaction yield outcomes from USPTO patents with 853,638 reactions. The reactants are [CH3:1][O:2][C:3]([C:5]1[C:10]([Cl:11])=[C:9]([NH2:12])[N:8]=[C:7]([C:13]2[CH:18]=[CH:17][C:16]([Cl:19])=[C:15]([S:20][CH3:21])[C:14]=2[F:22])[N:6]=1)=[O:4].OO.S([O-])([O-])=[O:26].[Na+].[Na+]. The catalyst is C(O)C(F)(F)F. The product is [CH3:1][O:2][C:3]([C:5]1[C:10]([Cl:11])=[C:9]([NH2:12])[N:8]=[C:7]([C:13]2[CH:18]=[CH:17][C:16]([Cl:19])=[C:15]([S:20]([CH3:21])=[O:26])[C:14]=2[F:22])[N:6]=1)=[O:4]. The yield is 0.850.